Dataset: NCI-60 drug combinations with 297,098 pairs across 59 cell lines. Task: Regression. Given two drug SMILES strings and cell line genomic features, predict the synergy score measuring deviation from expected non-interaction effect. (1) Drug 1: CC1=C(C(CCC1)(C)C)C=CC(=CC=CC(=CC(=O)O)C)C. Drug 2: CC1C(C(CC(O1)OC2CC(CC3=C2C(=C4C(=C3O)C(=O)C5=C(C4=O)C(=CC=C5)OC)O)(C(=O)CO)O)N)O.Cl. Cell line: SK-MEL-28. Synergy scores: CSS=24.4, Synergy_ZIP=-5.07, Synergy_Bliss=-4.65, Synergy_Loewe=-3.88, Synergy_HSA=-3.35. (2) Drug 1: C1=CC=C(C=C1)NC(=O)CCCCCCC(=O)NO. Drug 2: COCCOC1=C(C=C2C(=C1)C(=NC=N2)NC3=CC=CC(=C3)C#C)OCCOC.Cl. Cell line: T-47D. Synergy scores: CSS=13.1, Synergy_ZIP=3.86, Synergy_Bliss=7.67, Synergy_Loewe=2.63, Synergy_HSA=3.63. (3) Drug 1: C1CCC(CC1)NC(=O)N(CCCl)N=O. Drug 2: CCCCCOC(=O)NC1=NC(=O)N(C=C1F)C2C(C(C(O2)C)O)O. Cell line: COLO 205. Synergy scores: CSS=22.3, Synergy_ZIP=-7.90, Synergy_Bliss=3.18, Synergy_Loewe=-8.25, Synergy_HSA=1.44. (4) Drug 1: C1=CC(=CC=C1CCCC(=O)O)N(CCCl)CCCl. Drug 2: CC(C1=C(C=CC(=C1Cl)F)Cl)OC2=C(N=CC(=C2)C3=CN(N=C3)C4CCNCC4)N. Cell line: SF-295. Synergy scores: CSS=43.7, Synergy_ZIP=11.3, Synergy_Bliss=12.5, Synergy_Loewe=-1.36, Synergy_HSA=14.6.